The task is: Predict the reactants needed to synthesize the given product.. This data is from Full USPTO retrosynthesis dataset with 1.9M reactions from patents (1976-2016). (1) Given the product [Cl:49][C:50]1[CH:51]=[C:52]2[C:56](=[CH:57][CH:58]=1)[NH:55][C:54]([CH2:59][NH:60][C:5](=[O:7])[C:4]1[CH:8]=[CH:9][C:10]([C:11]([N:13]3[CH2:17][CH2:16][CH2:15][CH2:14]3)=[O:12])=[C:2]([CH3:1])[CH:3]=1)=[CH:53]2, predict the reactants needed to synthesize it. The reactants are: [CH3:1][C:2]1[CH:3]=[C:4]([CH:8]=[CH:9][C:10]=1[C:11]([N:13]1[CH2:17][CH2:16][CH2:15][CH2:14]1)=[O:12])[C:5]([OH:7])=O.CN(C(ON1N=NC2C=CC=CC1=2)=[N+](C)C)C.[B-](F)(F)(F)F.C(N(C(C)C)CC)(C)C.[Cl:49][C:50]1[CH:51]=[C:52]2[C:56](=[CH:57][CH:58]=1)[NH:55][C:54]([CH2:59][NH2:60])=[CH:53]2.C(OCC)(=O)C.C(O)C.N.ClCl. (2) Given the product [Br:1][C:2]1[CH:7]=[C:6]([C:8]([N:40]2[CH2:45][CH2:44][O:43][CH2:42][CH2:41]2)=[O:10])[CH:5]=[CH:4][N:3]=1, predict the reactants needed to synthesize it. The reactants are: [Br:1][C:2]1[CH:7]=[C:6]([C:8]([OH:10])=O)[CH:5]=[CH:4][N:3]=1.O.ON1C2C=CC=CC=2N=N1.CN(C1C=CC=CN=1)C.C(N(CC)C(C)C)(C)C.[NH:40]1[CH2:45][CH2:44][O:43][CH2:42][CH2:41]1. (3) Given the product [F:30][C:31]([F:46])([F:47])[C:32]1[CH:33]=[C:34]([CH:43]=[CH:44][CH:45]=1)[O:35][C:36]1[CH:37]=[CH:38][C:39]([O:42][C:19]([N:16]2[CH2:15][CH2:14][CH:13]([O:12][C:11]3[CH:10]=[CH:9][C:8]([CH2:7][C:5]([O:4][CH2:1][CH:2]=[CH2:3])=[O:6])=[CH:28][CH:27]=3)[CH2:18][CH2:17]2)=[O:20])=[CH:40][CH:41]=1, predict the reactants needed to synthesize it. The reactants are: [CH2:1]([O:4][C:5]([CH2:7][C:8]1[CH:28]=[CH:27][C:11]([O:12][CH:13]2[CH2:18][CH2:17][N:16]([C:19](N3C=C[N+](C)=C3)=[O:20])[CH2:15][CH2:14]2)=[CH:10][CH:9]=1)=[O:6])[CH:2]=[CH2:3].[I-].[F:30][C:31]([F:47])([F:46])[C:32]1[CH:33]=[C:34]([CH:43]=[CH:44][CH:45]=1)[O:35][C:36]1[CH:41]=[CH:40][C:39]([OH:42])=[CH:38][CH:37]=1. (4) Given the product [N+:1]([C:4]1[CH:5]=[C:6]([CH:32]=[CH:33][CH:34]=1)[C:7]([NH:9][C:10]1[CH:31]=[CH:30][C:13]2[N:14]([CH:17]([C:24]3[CH:29]=[CH:28][CH:27]=[CH:26][CH:25]=3)[CH2:18][C:19]([OH:21])=[O:20])[CH:15]=[N:16][C:12]=2[CH:11]=1)=[O:8])([O-:3])=[O:2], predict the reactants needed to synthesize it. The reactants are: [N+:1]([C:4]1[CH:5]=[C:6]([CH:32]=[CH:33][CH:34]=1)[C:7]([NH:9][C:10]1[CH:31]=[CH:30][C:13]2[N:14]([CH:17]([C:24]3[CH:29]=[CH:28][CH:27]=[CH:26][CH:25]=3)[CH2:18][C:19]([O:21]CC)=[O:20])[CH:15]=[N:16][C:12]=2[CH:11]=1)=[O:8])([O-:3])=[O:2]. (5) Given the product [NH2:7][C:2]1[CH:3]=[CH:4][CH:5]=[CH:6][C:1]=1[NH:8][C:14](=[O:15])[O:13][C:10]([CH3:12])([CH3:11])[CH3:9], predict the reactants needed to synthesize it. The reactants are: [C:1]1([NH2:8])[CH:6]=[CH:5][CH:4]=[CH:3][C:2]=1[NH2:7].[CH3:9][C:10]([O:13][C:14](O[C:14]([O:13][C:10]([CH3:12])([CH3:11])[CH3:9])=[O:15])=[O:15])([CH3:12])[CH3:11].